The task is: Predict the reactants needed to synthesize the given product.. This data is from Full USPTO retrosynthesis dataset with 1.9M reactions from patents (1976-2016). (1) Given the product [Cl:23][C:24]1[CH:32]=[CH:31][C:27]([C:28]([NH:14][C:9]2[CH:10]=[CH:11][CH:12]=[CH:13][C:8]=2[NH:7][C:6](=[O:15])[O:5][C:1]([CH3:4])([CH3:2])[CH3:3])=[O:29])=[CH:26][N:25]=1, predict the reactants needed to synthesize it. The reactants are: [C:1]([O:5][C:6](=[O:15])[NH:7][C:8]1[CH:13]=[CH:12][CH:11]=[CH:10][C:9]=1[NH2:14])([CH3:4])([CH3:3])[CH3:2].C(N(CC)CC)C.[Cl:23][C:24]1[CH:32]=[CH:31][C:27]([C:28](O)=[O:29])=[CH:26][N:25]=1. (2) Given the product [C:2]([C:4]1([NH:7][C:8]([C@@H:10]2[CH2:14][C@@H:13]([S:15]([C:18]3[CH:23]=[CH:22][CH:21]=[CH:20][C:19]=3[C:24]([F:27])([F:25])[F:26])(=[O:17])=[O:16])[CH2:12][N:11]2[C:34]([CH:28]2[CH2:33][CH2:32][CH2:31][CH2:30][CH2:29]2)=[O:35])=[O:9])[CH2:5][CH2:6]1)#[N:3], predict the reactants needed to synthesize it. The reactants are: Cl.[C:2]([C:4]1([NH:7][C:8]([C@@H:10]2[CH2:14][C@@H:13]([S:15]([C:18]3[CH:23]=[CH:22][CH:21]=[CH:20][C:19]=3[C:24]([F:27])([F:26])[F:25])(=[O:17])=[O:16])[CH2:12][NH:11]2)=[O:9])[CH2:6][CH2:5]1)#[N:3].[CH:28]1([C:34](O)=[O:35])[CH2:33][CH2:32][CH2:31][CH2:30][CH2:29]1. (3) Given the product [N:7]([C:6]1[CH:8]=[CH:9][C:3]([O:2][CH3:1])=[CH:4][C:5]=1[S:10][CH3:11])=[C:12]=[O:13], predict the reactants needed to synthesize it. The reactants are: [CH3:1][O:2][C:3]1[CH:9]=[CH:8][C:6]([NH2:7])=[C:5]([S:10][CH3:11])[CH:4]=1.[C:12](Cl)(Cl)=[O:13]. (4) Given the product [Cl:17][C:18]1[CH:23]=[CH:22][C:21]([C:24]2[CH:25]=[C:26]([C:29]([NH:1][C:2]3[CH:14]=[CH:13][C:5]([O:6][CH2:7][CH2:8][C:9]([OH:11])([CH3:12])[CH3:10])=[C:4]([O:15][CH3:16])[CH:3]=3)=[O:30])[NH:27][CH:28]=2)=[CH:20][CH:19]=1, predict the reactants needed to synthesize it. The reactants are: [NH2:1][C:2]1[CH:14]=[CH:13][C:5]([O:6][CH2:7][CH2:8][C:9]([CH3:12])([OH:11])[CH3:10])=[C:4]([O:15][CH3:16])[CH:3]=1.[Cl:17][C:18]1[CH:23]=[CH:22][C:21]([C:24]2[CH:25]=[C:26]([C:29](O)=[O:30])[NH:27][CH:28]=2)=[CH:20][CH:19]=1. (5) Given the product [F:1][C:2]1[CH:3]=[CH:4][C:5]([N:8]2[C:16]3[CH:15]=[C:14]4[CH2:17][CH2:18][C@@H:19]5[C:20]([C@@:13]4([CH3:23])[CH2:12][C:11]=3[CH:10]=[N:9]2)=[CH:21][CH2:22][C@H:33]([C:35]([O:38][CH3:40])=[O:37])[C@:28]5([C:25]([F:27])([F:26])[F:24])[C:29]([O:31][CH3:32])=[O:30])=[CH:6][CH:7]=1, predict the reactants needed to synthesize it. The reactants are: [F:1][C:2]1[CH:7]=[CH:6][C:5]([N:8]2[C:16]3[CH:15]=[C:14]4[CH2:17][CH2:18][CH:19]=[C:20]([CH:21]=[CH2:22])[C@@:13]4([CH3:23])[CH2:12][C:11]=3[CH:10]=[N:9]2)=[CH:4][CH:3]=1.[F:24][C:25]([C:28]1[C:29]([O:31][C:32](=O)[CH:33]=1)=[O:30])([F:27])[F:26].[C:35]([O-:38])([OH:37])=O.[Na+].[CH3:40]COCC. (6) Given the product [NH2:1][C:2]1[C:11]2[N:12]=[C:13]([CH2:23][CH2:24][CH3:25])[N:14]([CH2:15][CH2:16][CH2:17][O:18][N:19]=[C:20]([CH3:22])[CH3:21])[C:10]=2[C:9]2[CH:8]=[CH:7][C:6]([C:27]3[CH:32]=[CH:31][CH:30]=[CH:29][CH:28]=3)=[CH:5][C:4]=2[N:3]=1, predict the reactants needed to synthesize it. The reactants are: [NH2:1][C:2]1[C:11]2[N:12]=[C:13]([CH2:23][CH2:24][CH3:25])[N:14]([CH2:15][CH2:16][CH2:17][O:18][N:19]=[C:20]([CH3:22])[CH3:21])[C:10]=2[C:9]2[CH:8]=[CH:7][C:6](Br)=[CH:5][C:4]=2[N:3]=1.[C:27]1(B(O)O)[CH:32]=[CH:31][CH:30]=[CH:29][CH:28]=1.C(=O)([O-])[O-].[Na+].[Na+].C(O)CC.